From a dataset of Forward reaction prediction with 1.9M reactions from USPTO patents (1976-2016). Predict the product of the given reaction. (1) The product is: [N:16]1[CH:17]=[CH:18][N:19]=[CH:20][C:15]=1[NH:14][C:13](=[O:21])[C@@H:8]([NH2:7])[CH2:9][CH:10]([CH3:11])[CH3:12]. Given the reactants C(OC(=O)[NH:7][C@H:8]([C:13](=[O:21])[NH:14][C:15]1[CH:20]=[N:19][CH:18]=[CH:17][N:16]=1)[CH2:9][CH:10]([CH3:12])[CH3:11])(C)(C)C.FC(F)(F)C(O)=O.ClCCl.C(OCC)(=O)C, predict the reaction product. (2) Given the reactants [CH3:1][O:2][C:3]1[CH:8]=[CH:7][C:6]([NH:9][C:10]2[C:11]([NH2:20])=[C:12]([C:16]([F:19])([F:18])[F:17])[CH:13]=[CH:14][CH:15]=2)=[CH:5][CH:4]=1.C(O[C:24](OCC)(OCC)[CH2:25][CH3:26])C, predict the reaction product. The product is: [CH2:25]([C:26]1[N:9]([C:6]2[CH:5]=[CH:4][C:3]([O:2][CH3:1])=[CH:8][CH:7]=2)[C:10]2[CH:15]=[CH:14][CH:13]=[C:12]([C:16]([F:18])([F:17])[F:19])[C:11]=2[N:20]=1)[CH3:24].